Dataset: Catalyst prediction with 721,799 reactions and 888 catalyst types from USPTO. Task: Predict which catalyst facilitates the given reaction. (1) Reactant: [CH3:1][O:2][C:3]1[CH:8]=[CH:7][C:6]([CH2:9][C@H:10]([NH:15][C:16]([O:18]C2C=CC([N+]([O-])=O)=CC=2)=O)[C:11]([O:13][CH3:14])=[O:12])=[CH:5][CH:4]=1.Cl.[CH2:29]([NH:31][CH2:32][CH2:33][C:34]1[N:35]=[CH:36][NH:37][CH:38]=1)[CH3:30].C(N(C(C)C)CC)(C)C.C1(C)C=CC=CC=1. The catalyst class is: 3. Product: [CH2:29]([N:31]([CH2:32][CH2:33][C:34]1[N:35]=[CH:36][NH:37][CH:38]=1)[C:16](=[O:18])[NH:15][C@@H:10]([CH2:9][C:6]1[CH:5]=[CH:4][C:3]([O:2][CH3:1])=[CH:8][CH:7]=1)[C:11]([O:13][CH3:14])=[O:12])[CH3:30]. (2) Reactant: [NH2:1][C:2]1[CH:7]=[CH:6][C:5]([CH2:8][C:9]([O:11][CH2:12][C:13]2[CH:18]=[CH:17][CH:16]=[CH:15][CH:14]=2)=[O:10])=[CH:4][C:3]=1[O:19][CH3:20].[F:21][C:22]1[CH:27]=[CH:26][CH:25]=[CH:24][C:23]=1[N:28]=[C:29]=[O:30].CCN(CC)CC. Product: [F:21][C:22]1[CH:27]=[CH:26][CH:25]=[CH:24][C:23]=1[NH:28][C:29](=[O:30])[NH:1][C:2]1[CH:7]=[CH:6][C:5]([CH2:8][C:9]([O:11][CH2:12][C:13]2[CH:14]=[CH:15][CH:16]=[CH:17][CH:18]=2)=[O:10])=[CH:4][C:3]=1[O:19][CH3:20]. The catalyst class is: 1. (3) Product: [OH:8][CH2:9][CH2:10][N:11]([CH:43]([CH3:45])[CH3:44])[C:12]([C:14]1[C:19]([O:20][CH2:21][C:22]2[CH:23]=[CH:24][CH:25]=[CH:26][CH:27]=2)=[C:18]([OH:28])[N:17]=[C:16]([CH2:29][C:30]2([C:35]3[CH:40]=[C:39]([Cl:41])[CH:38]=[CH:37][C:36]=3[Cl:42])[CH2:31][CH2:32][CH2:33][CH2:34]2)[N:15]=1)=[O:13]. Reactant: [Si]([O:8][CH2:9][CH2:10][N:11]([CH:43]([CH3:45])[CH3:44])[C:12]([C:14]1[C:19]([O:20][CH2:21][C:22]2[CH:27]=[CH:26][CH:25]=[CH:24][CH:23]=2)=[C:18]([OH:28])[N:17]=[C:16]([CH2:29][C:30]2([C:35]3[CH:40]=[C:39]([Cl:41])[CH:38]=[CH:37][C:36]=3[Cl:42])[CH2:34][CH2:33][CH2:32][CH2:31]2)[N:15]=1)=[O:13])(C(C)(C)C)(C)C.Cl.C(OCC)(=O)C.C([O-])(O)=O.[Na+]. The catalyst class is: 188. (4) Reactant: [CH:1]1([CH2:4][NH2:5])[CH2:3][CH2:2]1.[C:6]([C:9]1[CH:14]=[CH:13][C:12]([B:15]([OH:17])[OH:16])=[CH:11][CH:10]=1)(O)=[O:7].C1C=CC2N(O)N=NC=2C=1.CN(C(ON1N=NC2C=CC=CC1=2)=[N+](C)C)C.F[P-](F)(F)(F)(F)F.CCN(C(C)C)C(C)C. Product: [CH:1]1([CH2:4][NH:5][C:6]([C:9]2[CH:10]=[CH:11][C:12]([B:15]([OH:17])[OH:16])=[CH:13][CH:14]=2)=[O:7])[CH2:3][CH2:2]1. The catalyst class is: 3. (5) Reactant: C(N(C(C)C)CC)(C)C.FC(F)(F)C(O)=O.[Cl:17][CH2:18][CH2:19][CH2:20]/[C:21](=[CH:25]\[C:26]1[CH:31]=[CH:30][C:29]([N:32]2[CH:36]=[C:35]([CH3:37])[N:34]=[CH:33]2)=[C:28]([O:38][CH3:39])[CH:27]=1)/[C:22]([OH:24])=[O:23].Cl[CH:41]([C:46]([C:48]1[CH:53]=[CH:52][C:51]([F:54])=[CH:50][CH:49]=1)=[O:47])[C:42]([O:44][CH3:45])=[O:43].O.C(=O)(O)[O-].[Na+]. Product: [Cl:17][CH2:18][CH2:19][CH2:20]/[C:21](=[CH:25]\[C:26]1[CH:31]=[CH:30][C:29]([N:32]2[CH:36]=[C:35]([CH3:37])[N:34]=[CH:33]2)=[C:28]([O:38][CH3:39])[CH:27]=1)/[C:22]([O:24][CH:41]([C:42]([O:44][CH3:45])=[O:43])[C:46]([C:48]1[CH:49]=[CH:50][C:51]([F:54])=[CH:52][CH:53]=1)=[O:47])=[O:23]. The catalyst class is: 39.